The task is: Predict which catalyst facilitates the given reaction.. This data is from Catalyst prediction with 721,799 reactions and 888 catalyst types from USPTO. The catalyst class is: 8. Reactant: [F:1][C:2]1[CH:7]=[C:6]([F:8])[CH:5]=[C:4]([F:9])[C:3]=1[CH:10]([C:16]([O:18]CC)=O)[C:11]([O:13]CC)=O.[NH2:21][C:22]1[CH:26]=[C:25]([CH3:27])[NH:24][N:23]=1.C(N(CCCC)CCCC)CCC. Product: [CH3:27][C:25]1[CH:26]=[C:22]2[N:21]=[C:16]([OH:18])[C:10]([C:3]3[C:4]([F:9])=[CH:5][C:6]([F:8])=[CH:7][C:2]=3[F:1])=[C:11]([OH:13])[N:23]2[N:24]=1.